Task: Predict which catalyst facilitates the given reaction.. Dataset: Catalyst prediction with 721,799 reactions and 888 catalyst types from USPTO (1) Reactant: C(OC([N:8]1[CH2:13][CH2:12][CH:11]([NH:14][CH2:15][C:16]2[CH:25]=[C:24]([N+:26]([O-:28])=[O:27])[C:19]3[O:20][CH2:21][CH2:22][O:23][C:18]=3[CH:17]=2)[CH2:10][CH2:9]1)=O)(C)(C)C.Cl. Product: [N+:26]([C:24]1[C:19]2[O:20][CH2:21][CH2:22][O:23][C:18]=2[CH:17]=[C:16]([CH2:15][NH:14][CH:11]2[CH2:10][CH2:9][NH:8][CH2:13][CH2:12]2)[CH:25]=1)([O-:28])=[O:27]. The catalyst class is: 135. (2) Reactant: [CH:1]1[C:6]2[C:7]#[C:8][C:9]3[CH:17]=[CH:16][CH:15]=[CH:14][C:10]=3[CH2:11][CH:12]([OH:13])[C:5]=2[CH:4]=[CH:3][CH:2]=1.Cl[C:19]([O:21][C:22]1[CH:27]=[CH:26][C:25]([N+:28]([O-:30])=[O:29])=[CH:24][CH:23]=1)=[O:20].N1C=CC=CC=1. Product: [N+:28]([C:25]1[CH:24]=[CH:23][C:22]([O:21][C:19](=[O:20])[O:13][CH:12]2[C:5]3[CH:4]=[CH:3][CH:2]=[CH:1][C:6]=3[C:7]#[C:8][C:9]3[CH:17]=[CH:16][CH:15]=[CH:14][C:10]=3[CH2:11]2)=[CH:27][CH:26]=1)([O-:30])=[O:29]. The catalyst class is: 2. (3) Reactant: [Br:1][C:2]1[CH:7]=[CH:6][C:5]([C:8]2[C:13]([C:14]([F:17])([F:16])[F:15])=[CH:12][CH:11]=[CH:10][N:9]=2)=[CH:4][CH:3]=1.[N+:18]([O-])([OH:20])=[O:19]. Product: [Br:1][C:2]1[CH:3]=[CH:4][C:5]([C:8]2[C:13]([C:14]([F:17])([F:15])[F:16])=[CH:12][CH:11]=[CH:10][N:9]=2)=[CH:6][C:7]=1[N+:18]([O-:20])=[O:19]. The catalyst class is: 82. (4) Reactant: [Br:1][C:2]1[CH:3]=[C:4]([CH:7]=[CH:8][C:9]=1[Cl:10])[CH:5]=O.[CH2:11]([O:13][CH:14]([O:17][CH2:18][CH3:19])[CH2:15][NH2:16])[CH3:12].CC(O)=O.[BH3-]C#N.[Na+]. Product: [Br:1][C:2]1[CH:3]=[C:4]([CH:7]=[CH:8][C:9]=1[Cl:10])[CH2:5][NH:16][CH2:15][CH:14]([O:17][CH2:18][CH3:19])[O:13][CH2:11][CH3:12]. The catalyst class is: 34. (5) Reactant: [CH3:1][C:2](C)=O.[F:5][CH:6]([F:34])[C:7]1[C:15]2[C:10](=[CH:11][C:12]([F:16])=[CH:13][CH:14]=2)[N:9]([S:17]([C:20]2[CH:25]=[CH:24][C:23]([O:26][CH3:27])=[C:22]([N:28]3[CH2:33][CH2:32][NH:31][CH2:30][CH2:29]3)[CH:21]=2)(=[O:19])=[O:18])[CH:8]=1.C([O-])([O-])=O.[K+].[K+].BrCC. Product: [F:34][CH:6]([F:5])[C:7]1[C:15]2[C:10](=[CH:11][C:12]([F:16])=[CH:13][CH:14]=2)[N:9]([S:17]([C:20]2[CH:25]=[CH:24][C:23]([O:26][CH3:27])=[C:22]([N:28]3[CH2:33][CH2:32][N:31]([CH2:1][CH3:2])[CH2:30][CH2:29]3)[CH:21]=2)(=[O:19])=[O:18])[CH:8]=1. The catalyst class is: 4. (6) Reactant: Br[C:2]1[CH:3]=[C:4]2[C:9](=[N:10][C:11]=1[CH3:12])[N:8]=[CH:7][C:6]([C:13]([NH:15][CH2:16][C:17]1[CH:22]=[CH:21][C:20]([Cl:23])=[CH:19][CH:18]=1)=[O:14])=[C:5]2[OH:24].[CH2:25]([OH:28])[C:26]#[CH:27].C(N(CC)CC)C. Product: [Cl:23][C:20]1[CH:21]=[CH:22][C:17]([CH2:16][NH:15][C:13]([C:6]2[CH:7]=[N:8][C:9]3[C:4]([C:5]=2[OH:24])=[CH:3][C:2]([C:27]#[C:26][CH2:25][OH:28])=[C:11]([CH3:12])[N:10]=3)=[O:14])=[CH:18][CH:19]=1. The catalyst class is: 233.